This data is from Catalyst prediction with 721,799 reactions and 888 catalyst types from USPTO. The task is: Predict which catalyst facilitates the given reaction. (1) Reactant: C([Si](C)(C)[O:6][C:7]1[C:12]([CH3:13])=[CH:11][C:10]([C:14]2([C:24]3[CH:29]=[C:28]([CH3:30])[C:27]([O:31][Si](C(C)(C)C)(C)C)=[C:26]([CH3:39])[CH:25]=3)[C:22]3[C:17](=[CH:18][CH:19]=[CH:20][CH:21]=3)[NH:16][C:15]2=[O:23])=[CH:9][C:8]=1[CH3:40])(C)(C)C.CC(C)([O-])C.[K+].C1COCC1.[CH3:54][O:55][C:56]1[CH:63]=[CH:62][C:59]([CH2:60]Cl)=[CH:58][CH:57]=1.[F-].C([N+](CCCC)(CCCC)CCCC)CCC. Product: [OH:31][C:27]1[C:26]([CH3:39])=[CH:25][C:24]([C:14]2([C:10]3[CH:9]=[C:8]([CH3:40])[C:7]([OH:6])=[C:12]([CH3:13])[CH:11]=3)[C:22]3[C:17](=[CH:18][CH:19]=[CH:20][CH:21]=3)[N:16]([CH2:60][C:59]3[CH:62]=[CH:63][C:56]([O:55][CH3:54])=[CH:57][CH:58]=3)[C:15]2=[O:23])=[CH:29][C:28]=1[CH3:30]. The catalyst class is: 18. (2) Reactant: [CH2:1]([OH:14])[CH2:2][CH2:3][CH2:4][CH2:5][CH2:6][CH2:7][CH2:8][CH2:9][CH:10](O)[CH2:11][CH3:12].[BrH:15]. The catalyst class is: 244. Product: [Br:15][CH2:12][CH2:11][CH2:10][CH2:9][CH2:8][CH2:7][CH2:6][CH2:5][CH2:4][CH2:3][CH2:2][CH2:1][OH:14]. (3) Reactant: [C:1](Cl)(=[O:3])[CH3:2].[Cl:5][C:6]1[CH:7]=[CH:8][C:9]2[N:15]([CH2:16][C:17]([CH3:21])([CH3:20])[CH2:18][OH:19])[C:14](=[O:22])[C@@H:13]([CH2:23][C:24]([NH:26][C:27]3[CH:28]=[C:29]([CH2:35][CH2:36][C:37]([OH:39])=[O:38])[CH:30]=[CH:31][C:32]=3[O:33][CH3:34])=[O:25])[O:12][C@H:11]([C:40]3[CH:45]=[CH:44][CH:43]=[C:42]([O:46][CH3:47])[C:41]=3[O:48][CH3:49])[C:10]=2[CH:50]=1.N1C=CC=CC=1.C(OCC)(=O)C. Product: [C:1]([O:19][CH2:18][C:17]([CH3:20])([CH3:21])[CH2:16][N:15]1[C:9]2[CH:8]=[CH:7][C:6]([Cl:5])=[CH:50][C:10]=2[C@@H:11]([C:40]2[CH:45]=[CH:44][CH:43]=[C:42]([O:46][CH3:47])[C:41]=2[O:48][CH3:49])[O:12][C@H:13]([CH2:23][C:24]([NH:26][C:27]2[CH:28]=[C:29]([CH2:35][CH2:36][C:37]([OH:39])=[O:38])[CH:30]=[CH:31][C:32]=2[O:33][CH3:34])=[O:25])[C:14]1=[O:22])(=[O:3])[CH3:2]. The catalyst class is: 6. (4) Reactant: Cl[C:2]1[CH:7]=[C:6]([N:8]2[CH:12]=[C:11]([Cl:13])[N:10]=[CH:9]2)[N:5]=[CH:4][N:3]=1.[NH3:14]. Product: [Cl:13][C:11]1[N:10]=[CH:9][N:8]([C:6]2[N:5]=[CH:4][N:3]=[C:2]([NH2:14])[CH:7]=2)[CH:12]=1. The catalyst class is: 32.